Dataset: Forward reaction prediction with 1.9M reactions from USPTO patents (1976-2016). Task: Predict the product of the given reaction. Given the reactants [C:1]([O:5][C:6](=[O:50])[NH:7][CH2:8][CH2:9][C:10]1[CH:15]=[CH:14][C:13]([O:16][CH2:17]/[CH:18]=[CH:19]/[C:20]2[CH:25]=[CH:24][C:23]([O:26]CC3C=CC=CC=3)=[C:22]([C@@H:34]([C:44]3[CH:49]=[CH:48][CH:47]=[CH:46][CH:45]=3)[CH2:35][CH2:36][N:37]([CH:41]([CH3:43])[CH3:42])[CH:38]([CH3:40])[CH3:39])[CH:21]=2)=[CH:12][CH:11]=1)([CH3:4])([CH3:3])[CH3:2].[H][H], predict the reaction product. The product is: [C:1]([O:5][C:6](=[O:50])[NH:7][CH2:8][CH2:9][C:10]1[CH:11]=[CH:12][C:13]([O:16][CH2:17][CH2:18][CH2:19][C:20]2[CH:25]=[CH:24][C:23]([OH:26])=[C:22]([C@@H:34]([C:44]3[CH:45]=[CH:46][CH:47]=[CH:48][CH:49]=3)[CH2:35][CH2:36][N:37]([CH:38]([CH3:39])[CH3:40])[CH:41]([CH3:43])[CH3:42])[CH:21]=2)=[CH:14][CH:15]=1)([CH3:2])([CH3:3])[CH3:4].